The task is: Predict which catalyst facilitates the given reaction.. This data is from Catalyst prediction with 721,799 reactions and 888 catalyst types from USPTO. Reactant: [C:1]([O:7][CH2:8][N:9]1[C:13]2[N:14]=[N:15][CH:16]=[C:17]([C:18]3[CH:19]=[N:20][N:21]([C@@H:23]([C:27]4[CH:32]=[CH:31][CH:30]=[C:29]([OH:33])[CH:28]=4)[CH2:24][CH:25]=O)[CH:22]=3)[C:12]=2[CH:11]=[CH:10]1)(=[O:6])[C:2]([CH3:5])([CH3:4])[CH3:3].[OH-].[NH4+:35].II. Product: [C:1]([O:7][CH2:8][N:9]1[C:13]2[N:14]=[N:15][CH:16]=[C:17]([C:18]3[CH:19]=[N:20][N:21]([C@@H:23]([C:27]4[CH:32]=[CH:31][CH:30]=[C:29]([OH:33])[CH:28]=4)[CH2:24][C:25]#[N:35])[CH:22]=3)[C:12]=2[CH:11]=[CH:10]1)(=[O:6])[C:2]([CH3:4])([CH3:5])[CH3:3]. The catalyst class is: 1.